Predict the reactants needed to synthesize the given product. From a dataset of Full USPTO retrosynthesis dataset with 1.9M reactions from patents (1976-2016). (1) Given the product [C:1]([O:5][C:6]([NH:8][C@H:9]([CH2:20][C:21]1[CH:26]=[C:25]([F:27])[C:24]([F:28])=[CH:23][C:22]=1[F:29])[CH2:10][C:11]([OH:13])=[O:12])=[O:7])([CH3:4])([CH3:2])[CH3:3], predict the reactants needed to synthesize it. The reactants are: [C:1]([O:5][C:6]([NH:8][C@H:9]([CH2:20][C:21]1[CH:26]=[C:25]([F:27])[C:24]([F:28])=[CH:23][C:22]=1[F:29])[CH2:10][C:11]([O:13]C1CCCCC1)=[O:12])=[O:7])([CH3:4])([CH3:3])[CH3:2].C(=O)([O-])[O-].[K+].[K+].Cl. (2) Given the product [CH3:54][S:55]([C:58]1[CH:63]=[C:62]([C@@H:64]([NH:67][C:17]([C:16]2[C:11]3[CH:10]=[N:9][N:8]([C:5]4[CH:4]=[CH:3][C:2]([F:1])=[CH:7][CH:6]=4)[C:12]=3[CH:13]=[N:14][CH:15]=2)=[O:19])[CH2:65][CH3:66])[CH:61]=[CH:60][N:59]=1)(=[O:57])=[O:56], predict the reactants needed to synthesize it. The reactants are: [F:1][C:2]1[CH:7]=[CH:6][C:5]([N:8]2[C:12]3[CH:13]=[N:14][CH:15]=[C:16]([C:17]([OH:19])=O)[C:11]=3[CH:10]=[N:9]2)=[CH:4][CH:3]=1.CCN(C(C)C)C(C)C.CN(C(ON1N=NC2C=CC=NC1=2)=[N+](C)C)C.F[P-](F)(F)(F)(F)F.Cl.[CH3:54][S:55]([C:58]1[CH:63]=[C:62]([C@@H:64]([NH2:67])[CH2:65][CH3:66])[CH:61]=[CH:60][N:59]=1)(=[O:57])=[O:56].C([O-])(O)=O.[Na+].